This data is from Forward reaction prediction with 1.9M reactions from USPTO patents (1976-2016). The task is: Predict the product of the given reaction. (1) Given the reactants COC1C=CC(C[N:10]2[C:15]3[CH:16]=[C:17]([O:20][C:21]([F:24])([F:23])[F:22])[CH:18]=[CH:19][C:14]=3[O:13][C:12]([CH3:28])([C:25]([OH:27])=[O:26])[CH2:11]2)=CC=1.[ClH:29], predict the reaction product. The product is: [ClH:29].[CH3:28][C:12]1([C:25]([OH:27])=[O:26])[CH2:11][NH:10][C:15]2[CH:16]=[C:17]([O:20][C:21]([F:22])([F:23])[F:24])[CH:18]=[CH:19][C:14]=2[O:13]1. (2) Given the reactants [Br:1][C:2]1[CH:11]=[CH:10][C:5]([C:6]([O:8]C)=O)=[C:4]([CH2:12]Br)[CH:3]=1.[NH2:14][C:15]1[CH:20]=[CH:19][CH:18]=[CH:17][CH:16]=1.CCN(CC)CC, predict the reaction product. The product is: [Br:1][C:2]1[CH:3]=[C:4]2[C:5](=[CH:10][CH:11]=1)[C:6](=[O:8])[N:14]([C:15]1[CH:20]=[CH:19][CH:18]=[CH:17][CH:16]=1)[CH2:12]2.